Dataset: Forward reaction prediction with 1.9M reactions from USPTO patents (1976-2016). Task: Predict the product of the given reaction. Given the reactants Cl.[NH2:2][C:3]1[C:4]2[C:14]([O:15][CH2:16][C:17]([NH2:20])([CH3:19])[CH3:18])=[CH:13][CH:12]=[CH:11][C:5]=2[NH:6][S:7](=[O:10])(=[O:9])[N:8]=1.C(N(CC)CC)C.[C:28](O)(=[O:35])[C:29]1[CH:34]=[CH:33][N:32]=[CH:31][CH:30]=1.CCN=C=NCCCN(C)C.C1C=CC2N(O)N=NC=2C=1, predict the reaction product. The product is: [NH2:2][C:3]1[C:4]2[C:14]([O:15][CH2:16][C:17]([NH:20][C:28](=[O:35])[C:29]3[CH:34]=[CH:33][N:32]=[CH:31][CH:30]=3)([CH3:18])[CH3:19])=[CH:13][CH:12]=[CH:11][C:5]=2[NH:6][S:7](=[O:10])(=[O:9])[N:8]=1.